This data is from Forward reaction prediction with 1.9M reactions from USPTO patents (1976-2016). The task is: Predict the product of the given reaction. (1) Given the reactants C(Cl)(=O)C(Cl)=O.CS(C)=O.[CH3:11][O:12][C:13]1[C:26]2[C:17](=[C:18]3[C:23](=[CH:24][C:25]=2[O:27][CH2:28][CH2:29][O:30][CH3:31])[CH:22]=[CH:21][CH:20]=[N:19]3)[N:16]=[C:15]([CH2:32][OH:33])[CH:14]=1.C(N(CC)CC)C, predict the reaction product. The product is: [CH3:11][O:12][C:13]1[C:26]2[C:17](=[C:18]3[C:23](=[CH:24][C:25]=2[O:27][CH2:28][CH2:29][O:30][CH3:31])[CH:22]=[CH:21][CH:20]=[N:19]3)[N:16]=[C:15]([CH:32]=[O:33])[CH:14]=1. (2) Given the reactants [CH3:1][CH2:2][C@@H:3]([C:5]([O:7][C@@H:8]1[C@@H:13]2[C@@H:14]([CH2:19][CH2:20][C@@H:21]([OH:29])[CH2:22][C@@H:23]([OH:28])[CH2:24][C:25]([O-:27])=[O:26])[C@@H:15]([CH3:18])[CH:16]=[CH:17][C:12]2=[CH:11][C@@H:10]([OH:30])[CH2:9]1)=[O:6])[CH3:4].[Na+].[OH-].[Na+].C(#N)C, predict the reaction product. The product is: [CH3:1][CH2:2][C@@H:3]([C:5]([O:7][C@@H:8]1[C@@H:13]2[C@@H:14]([CH2:19][CH2:20][C@@H:21]([OH:29])[CH2:22][C@@H:23]([OH:28])[CH2:24][C:25]([OH:27])=[O:26])[C@@H:15]([CH3:18])[CH:16]=[CH:17][C:12]2=[CH:11][C@@H:10]([OH:30])[CH2:9]1)=[O:6])[CH3:4]. (3) Given the reactants [NH2:1][CH2:2][CH2:3][CH2:4][N:5]1[CH2:10][CH2:9][N:8]([CH2:11][CH2:12][CH2:13][NH2:14])[CH2:7][CH2:6]1.[O:15]1[C:19]([CH:20]=O)=[CH:18][C:17]2[CH:22]=[CH:23][CH:24]=[CH:25][C:16]1=2.[BH4-].[Na+].[OH2:28], predict the reaction product. The product is: [O:28]1[C:16]2[CH:25]=[CH:24][CH:23]=[CH:22][C:17]=2[CH:18]=[C:19]1[CH2:20][NH:14][CH2:13][CH2:12][CH2:11][N:8]1[CH2:7][CH2:6][N:5]([CH2:4][CH2:3][CH2:2][NH:1][CH2:20][C:19]2[O:15][C:16]3[CH:25]=[CH:24][CH:23]=[CH:22][C:17]=3[CH:18]=2)[CH2:10][CH2:9]1. (4) Given the reactants [N+:1]([C:4]1[CH:5]=[C:6]([CH:8]=[C:9]([C:11]([F:14])([F:13])[F:12])[CH:10]=1)[NH2:7])([O-:3])=[O:2].C(N(CC)CC)C.[C:22](Cl)(=[O:25])[CH:23]=[CH2:24].O, predict the reaction product. The product is: [N+:1]([C:4]1[CH:5]=[C:6]([NH:7][C:22](=[O:25])[CH:23]=[CH2:24])[CH:8]=[C:9]([C:11]([F:12])([F:13])[F:14])[CH:10]=1)([O-:3])=[O:2]. (5) Given the reactants [S:1]1[CH:5]=[CH:4][CH:3]=[CH:2]1.C([Li])CCC.[S:11]1[CH:15]=[CH:14][CH:13]=[C:12]1[Li].[B:17](OC(C)(C)C)(OC(C)(C)C)[O:18]C(C)(C)C, predict the reaction product. The product is: [S:1]1[CH:5]=[CH:4][CH:3]=[C:2]1[B:17]([C:12]1[S:11][CH:15]=[CH:14][CH:13]=1)[OH:18]. (6) Given the reactants [CH2:1]([O:8][C:9](=[O:24])[NH:10][C:11]1[C:12]([CH3:23])=[N:13][O:14][C:15]=1[C:16]1[CH:21]=[CH:20][C:19](Br)=[CH:18][CH:17]=1)[C:2]1[CH:7]=[CH:6][CH:5]=[CH:4][CH:3]=1.[CH2:25]([O:27][C:28]([C:30]1([C:33]2[CH:38]=[CH:37][C:36](B3OC(C)(C)C(C)(C)O3)=[CH:35][CH:34]=2)[CH2:32][CH2:31]1)=[O:29])[CH3:26], predict the reaction product. The product is: [CH2:25]([O:27][C:28]([C:30]1([C:33]2[CH:38]=[CH:37][C:36]([C:19]3[CH:20]=[CH:21][C:16]([C:15]4[O:14][N:13]=[C:12]([CH3:23])[C:11]=4[NH:10][C:9]([O:8][CH2:1][C:2]4[CH:7]=[CH:6][CH:5]=[CH:4][CH:3]=4)=[O:24])=[CH:17][CH:18]=3)=[CH:35][CH:34]=2)[CH2:31][CH2:32]1)=[O:29])[CH3:26]. (7) Given the reactants [OH-].[K+].[CH3:3]N(N=O)/C(/N)=N/[N+]([O-])=O.[S:13]([C:17]1[CH:25]=[CH:24][C:20]([C:21]([OH:23])=[O:22])=[CH:19][CH:18]=1)(=[O:16])(=[O:15])[NH2:14], predict the reaction product. The product is: [CH3:3][O:22][C:21](=[O:23])[C:20]1[CH:19]=[CH:18][C:17]([S:13](=[O:15])(=[O:16])[NH2:14])=[CH:25][CH:24]=1.